This data is from Reaction yield outcomes from USPTO patents with 853,638 reactions. The task is: Predict the reaction yield, written as a fraction of the theoretical maximum amount of product (1.0 means a 100% yield; for example, 0.34 means a 34% yield). (1) The reactants are [Br:1][C:2]1[C:3]2[N:4]([C:9](I)=[CH:10][N:11]=2)[N:5]=[C:6]([Cl:8])[CH:7]=1.[F:13][C:14]1[CH:19]=[CH:18][C:17](B(O)O)=[CH:16][CH:15]=1.[O-]P([O-])([O-])=O.[K+].[K+].[K+]. The catalyst is C1C=CC([P]([Pd]([P](C2C=CC=CC=2)(C2C=CC=CC=2)C2C=CC=CC=2)([P](C2C=CC=CC=2)(C2C=CC=CC=2)C2C=CC=CC=2)[P](C2C=CC=CC=2)(C2C=CC=CC=2)C2C=CC=CC=2)(C2C=CC=CC=2)C2C=CC=CC=2)=CC=1.O1CCOCC1. The product is [Br:1][C:2]1[C:3]2[N:4]([C:9]([C:17]3[CH:18]=[CH:19][C:14]([F:13])=[CH:15][CH:16]=3)=[CH:10][N:11]=2)[N:5]=[C:6]([Cl:8])[CH:7]=1. The yield is 0.440. (2) The reactants are [CH3:1][C:2]1[CH:7]=[C:6]([N+:8]([O-])=O)[C:5]([O:11][CH3:12])=[CH:4][C:3]=1[C:13]1[CH2:14][CH2:15][N:16]([CH2:19][CH2:20][CH3:21])[CH2:17][CH:18]=1. The catalyst is CCOC(C)=O.CO. The product is [CH3:1][C:2]1[C:3]([CH:13]2[CH2:14][CH2:15][N:16]([CH2:19][CH2:20][CH3:21])[CH2:17][CH2:18]2)=[CH:4][C:5]([O:11][CH3:12])=[C:6]([CH:7]=1)[NH2:8]. The yield is 0.910. (3) The reactants are [I:1]N1C(=O)CCC1=O.[CH3:9][O:10][C:11](=[O:20])[NH:12][C:13]1[CH:18]=[CH:17][C:16]([Br:19])=[CH:15][CH:14]=1. The catalyst is C(#N)C. The product is [CH3:9][O:10][C:11](=[O:20])[NH:12][C:13]1[CH:18]=[CH:17][C:16]([Br:19])=[CH:15][C:14]=1[I:1]. The yield is 0.920. (4) The reactants are [NH:1]1[CH2:6][CH2:5][NH:4][CH2:3][CH2:2]1.C([O-])([O-])=O.[K+].[K+].[F:13][C:14]1[CH:19]=[CH:18][C:17]([CH:20]([C:27]2[CH:32]=[CH:31][C:30]([F:33])=[CH:29][CH:28]=2)[O:21][CH2:22][CH2:23][CH2:24][CH2:25]Cl)=[CH:16][CH:15]=1.C(OCC)(=O)C. The catalyst is CN(C=O)C. The product is [F:13][C:14]1[CH:19]=[CH:18][C:17]([CH:20]([C:27]2[CH:28]=[CH:29][C:30]([F:33])=[CH:31][CH:32]=2)[O:21][CH:22]([N:1]2[CH2:6][CH2:5][NH:4][CH2:3][CH2:2]2)[CH2:23][CH2:24][CH3:25])=[CH:16][CH:15]=1. The yield is 0.300. (5) The reactants are Cl[C:2]1[N:7]=[CH:6][C:5]([S:8]([N:11]([CH3:18])[C:12]2[CH:17]=[CH:16][CH:15]=[CH:14][N:13]=2)(=[O:10])=[O:9])=[CH:4][CH:3]=1.O.[NH2:20][NH2:21]. The catalyst is CCO. The product is [NH:20]([C:2]1[N:7]=[CH:6][C:5]([S:8]([N:11]([CH3:18])[C:12]2[CH:17]=[CH:16][CH:15]=[CH:14][N:13]=2)(=[O:10])=[O:9])=[CH:4][CH:3]=1)[NH2:21]. The yield is 0.620. (6) The yield is 0.870. The catalyst is O1CCOCC1. The reactants are [OH:1][C:2]1[CH:3]=[C:4]([CH2:9][C@H:10]([NH:27]C(OC(C)(C)C)=O)[C:11]([O:13][C@H:14]([CH3:26])[C@H:15]([O:17][C:18]([C:20]2[CH:25]=[CH:24][CH:23]=[CH:22][CH:21]=2)=[O:19])[CH3:16])=[O:12])[CH:5]=[CH:6][C:7]=1[OH:8].[ClH:35]. The product is [ClH:35].[NH2:27][C@@H:10]([CH2:9][C:4]1[CH:5]=[CH:6][C:7]([OH:8])=[C:2]([OH:1])[CH:3]=1)[C:11]([O:13][C@H:14]([CH3:26])[C@H:15]([O:17][C:18]([C:20]1[CH:25]=[CH:24][CH:23]=[CH:22][CH:21]=1)=[O:19])[CH3:16])=[O:12]. (7) The reactants are [C:1]1([NH:7][C:8]2[CH:13]=[CH:12][C:11]([CH2:14][C:15](Cl)=[N:16][OH:17])=[CH:10][CH:9]=2)[CH:6]=[CH:5][CH:4]=[CH:3][CH:2]=1.[C:19]([C:21]1[C:22]([NH2:28])=[N:23][C:24]([NH2:27])=[CH:25][CH:26]=1)#[CH:20].C(N(CC)CC)C. The catalyst is O1CCCC1. The product is [C:1]1([NH:7][C:8]2[CH:13]=[CH:12][C:11]([CH2:14][C:15]3[CH:20]=[C:19]([C:21]4[C:22]([NH2:28])=[N:23][C:24]([NH2:27])=[CH:25][CH:26]=4)[O:17][N:16]=3)=[CH:10][CH:9]=2)[CH:6]=[CH:5][CH:4]=[CH:3][CH:2]=1. The yield is 0.520.